Dataset: Reaction yield outcomes from USPTO patents with 853,638 reactions. Task: Predict the reaction yield, written as a fraction of the theoretical maximum amount of product (1.0 means a 100% yield; for example, 0.34 means a 34% yield). (1) The reactants are Br[C:2]1[N:7]=[CH:6][C:5]([C:8]2[N:13]3[N:14]=[C:15]([C:24]4[CH:29]=[CH:28][N:27]=[CH:26][CH:25]=4)[C:16]([C:17]4[CH:18]=[C:19]([OH:23])[CH:20]=[CH:21][CH:22]=4)=[C:12]3[N:11]=[CH:10][CH:9]=2)=[CH:4][CH:3]=1.C(N(C(C)C)CC)(C)C.Cl.Cl.[NH2:41][C@H:42]1[CH:47]2[CH2:48][CH2:49][N:44]([CH2:45][CH2:46]2)[CH2:43]1. The catalyst is CS(C)=O. The product is [N:44]12[CH2:49][CH2:48][CH:47]([CH2:46][CH2:45]1)[C@H:42]([NH:41][C:2]1[N:7]=[CH:6][C:5]([C:8]3[N:13]4[N:14]=[C:15]([C:24]5[CH:29]=[CH:28][N:27]=[CH:26][CH:25]=5)[C:16]([C:17]5[CH:18]=[C:19]([OH:23])[CH:20]=[CH:21][CH:22]=5)=[C:12]4[N:11]=[CH:10][CH:9]=3)=[CH:4][CH:3]=1)[CH2:43]2. The yield is 0.140. (2) The reactants are CN1CCOCC1.[C:8]([O:12][C:13]([N:15]1[CH2:19][CH2:18][CH2:17][C@H:16]1[C:20]([OH:22])=O)=[O:14])([CH3:11])([CH3:10])[CH3:9].F[P-](F)(F)(F)(F)F.N1(OC(N(C)C)=[N+](C)C)C2N=CC=CC=2N=N1.Cl.[NH2:48][CH:49]1[C:58](=[O:59])[C:57]2[C:52](=[CH:53][C:54]([Br:60])=[CH:55][CH:56]=2)[O:51][CH2:50]1.C(=O)(O)[O-].[Na+].[Cl-].[NH4+]. The catalyst is CN(C)C=O.C(OCC)(=O)C.O. The product is [Br:60][C:54]1[CH:53]=[C:52]2[C:57]([C:58](=[O:59])[CH:49]([NH:48][C:20]([C@@H:16]3[CH2:17][CH2:18][CH2:19][N:15]3[C:13]([O:12][C:8]([CH3:9])([CH3:10])[CH3:11])=[O:14])=[O:22])[CH2:50][O:51]2)=[CH:56][CH:55]=1. The yield is 0.840. (3) The reactants are [F:1][C:2]1[C:7]([CH:8]=O)=[C:6]([F:10])[C:5]([F:11])=[C:4]([F:12])[C:3]=1[F:13].C(O)(=O)[CH2:15][C:16]([OH:18])=[O:17].N1CCCCC1.N1C=CC=CC=1.Cl. No catalyst specified. The product is [F:1][C:2]1[C:7]([CH:8]=[CH:15][C:16]([OH:18])=[O:17])=[C:6]([F:10])[C:5]([F:11])=[C:4]([F:12])[C:3]=1[F:13]. The yield is 0.130. (4) The reactants are [CH2:1]([NH:5][C:6](=[O:17])[C@@H:7]([OH:16])[C@@H:8]([N:13]=[N+]=[N-])[CH2:9][CH2:10][CH2:11][CH3:12])[CH2:2][CH2:3][CH3:4]. The catalyst is [C].[Pd].CO. The product is [CH2:1]([NH:5][C:6](=[O:17])[C@@H:7]([OH:16])[C@@H:8]([NH2:13])[CH2:9][CH2:10][CH2:11][CH3:12])[CH2:2][CH2:3][CH3:4]. The yield is 0.940. (5) The reactants are Br[C:2]1[CH:13]=[CH:12][C:5]2[N:6]([CH3:11])[S:7](=[O:10])(=[O:9])[CH2:8][C:4]=2[CH:3]=1.[B:14]1([B:14]2[O:18][C:17]([CH3:20])([CH3:19])[C:16]([CH3:22])([CH3:21])[O:15]2)[O:18][C:17]([CH3:20])([CH3:19])[C:16]([CH3:22])([CH3:21])[O:15]1.C([O-])(=O)C.[K+].C(Cl)Cl. The catalyst is C1C=CC(P(C2C=CC=CC=2)[C-]2C=CC=C2)=CC=1.C1C=CC(P(C2C=CC=CC=2)[C-]2C=CC=C2)=CC=1.Cl[Pd]Cl.[Fe+2].COCCOC. The product is [CH3:11][N:6]1[C:5]2[CH:12]=[CH:13][C:2]([B:14]3[O:18][C:17]([CH3:20])([CH3:19])[C:16]([CH3:22])([CH3:21])[O:15]3)=[CH:3][C:4]=2[CH2:8][S:7]1(=[O:10])=[O:9]. The yield is 0.920. (6) The reactants are Br[CH2:2][CH2:3][CH2:4][CH2:5][N:6]1[C:10](=[O:11])[C:9]2=[CH:12][CH:13]=[CH:14][CH:15]=[C:8]2[C:7]1=[O:16].[C:17]([NH:24][OH:25])([O:19][C:20]([CH3:23])([CH3:22])[CH3:21])=[O:18].C1CCN2C(=NCCC2)CC1.Cl. The catalyst is O.CC#N. The product is [C:20]([O:19][C:17]([NH:24][O:25][CH2:2][CH2:3][CH2:4][CH2:5][N:6]1[C:10](=[O:11])[C:9]2=[CH:12][CH:13]=[CH:14][CH:15]=[C:8]2[C:7]1=[O:16])=[O:18])([CH3:23])([CH3:22])[CH3:21]. The yield is 0.800. (7) The reactants are C([N:8]1[CH2:13][CH2:12][N:11]([C:14]2[O:15][C:16]3[C:21]([N:22]=2)=[CH:20][CH:19]=[CH:18][N:17]=3)[C@@H:10]([CH3:23])[CH2:9]1)C1C=CC=CC=1.Cl.C([O-])=O.[NH4+]. The catalyst is CO.[Pd]. The product is [CH3:23][C@H:10]1[CH2:9][NH:8][CH2:13][CH2:12][N:11]1[C:14]1[O:15][C:16]2[C:21]([N:22]=1)=[CH:20][CH:19]=[CH:18][N:17]=2. The yield is 0.760. (8) The reactants are [F:1][C:2]([F:16])([F:15])[C:3](=O)[CH2:4][C:5]([C:7]1[CH:12]=[CH:11][C:10]([OH:13])=[CH:9][CH:8]=1)=O.Cl.[C:18]([NH:22][NH2:23])([CH3:21])([CH3:20])[CH3:19].C(O)C. No catalyst specified. The product is [C:18]([N:22]1[C:5]([C:7]2[CH:12]=[CH:11][C:10]([OH:13])=[CH:9][CH:8]=2)=[CH:4][C:3]([C:2]([F:16])([F:15])[F:1])=[N:23]1)([CH3:21])([CH3:20])[CH3:19]. The yield is 0.600. (9) The reactants are [C:1]([C:3]1[CH:12]=[CH:11][C:10]([O:13][C:14]2[CH:19]=[CH:18][C:17]([B:20]3[O:24][C:23](C)(C)C(C)(C)[O:21]3)=[C:16](C=O)[CH:15]=2)=[CH:9][C:4]=1[C:5]([O:7][CH3:8])=[O:6])#[N:2].[BH4-].[Na+].Cl. The catalyst is CO. The product is [C:1]([C:3]1[CH:12]=[CH:11][C:10]([O:13][C:14]2[CH:19]=[CH:18][C:17]3[B:20]([OH:21])[O:24][CH2:23][C:16]=3[CH:15]=2)=[CH:9][C:4]=1[C:5]([O:7][CH3:8])=[O:6])#[N:2]. The yield is 0.620. (10) The reactants are O[C@@H]1CC[C@H](NC(NC23CC4CC(CC(C4)C2)C3)=O)CC1.[CH2:22]([O:29][C@H:30]1[CH2:35][CH2:34][C@H:33]([NH:36][C:37]([NH:39][C:40]23[CH2:49][CH:44]4[CH2:45][CH:46]([CH2:48][CH:42]([CH2:43]4)[CH2:41]2)[CH2:47]3)=[O:38])[CH2:32][CH2:31]1)[C:23]1[CH:28]=[CH:27][CH:26]=[CH:25][CH:24]=1.C(Br)C1C=CC=CC=1.[H-].[Na+]. No catalyst specified. The product is [CH2:22]([O:29][C@@H:30]1[CH2:35][CH2:34][C@H:33]([NH:36][C:37]([NH:39][C:40]23[CH2:47][CH:46]4[CH2:48][CH:42]([CH2:43][CH:44]([CH2:45]4)[CH2:49]2)[CH2:41]3)=[O:38])[CH2:32][CH2:31]1)[C:23]1[CH:24]=[CH:25][CH:26]=[CH:27][CH:28]=1. The yield is 0.600.